From a dataset of Catalyst prediction with 721,799 reactions and 888 catalyst types from USPTO. Predict which catalyst facilitates the given reaction. (1) Reactant: Cl[CH2:2][C:3]([NH:5][C:6]1[CH:19]=[CH:18][C:17]2[NH:16][C:15](=[O:20])[C:14]3[C:9](=[CH:10][CH:11]=[CH:12][CH:13]=3)[C:8]=2[CH:7]=1)=[O:4].Cl.[C:22]([O:26][C:27](=[O:36])[NH:28][CH2:29][CH2:30][CH2:31][CH2:32][CH2:33][CH2:34][NH2:35])([CH3:25])([CH3:24])[CH3:23].C(N(CC)CC)C. Product: [C:22]([O:26][C:27](=[O:36])[NH:28][CH2:29][CH2:30][CH2:31][CH2:32][CH2:33][CH2:34][NH:35][CH2:2][C:3](=[O:4])[NH:5][C:6]1[CH:19]=[CH:18][C:17]2[NH:16][C:15](=[O:20])[C:14]3[C:9](=[CH:10][CH:11]=[CH:12][CH:13]=3)[C:8]=2[CH:7]=1)([CH3:25])([CH3:23])[CH3:24]. The catalyst class is: 204. (2) The catalyst class is: 51. Product: [Cl:1][C:2]1[CH:3]=[CH:4][C:5]([CH2:6][C:7]2[C:8]([C@H:10]3[CH2:14][CH2:13][CH2:12][N:11]3[C:15]([O:17][C:18]([CH3:19])([CH3:21])[CH3:20])=[O:16])=[N:40][CH:24]=[N:23][CH:22]=2)=[CH:26][CH:27]=1. Reactant: [Cl:1][C:2]1[CH:27]=[CH:26][C:5]([CH2:6][C:7](=[CH:22][N:23](C)[CH3:24])[C:8]([C@H:10]2[CH2:14][CH2:13][CH2:12][N:11]2[C:15]([O:17][C:18]([CH3:21])([CH3:20])[CH3:19])=[O:16])=O)=[CH:4][CH:3]=1.[O-]CC.[Na+].C(O)C.C(O)(=O)C.C(N)=[NH:40]. (3) Reactant: Br[Zn][CH2:3][C:4]([O:6][CH2:7][CH3:8])=[O:5].[Cl:9][C:10]1[C:11](=[O:18])[CH:12]=[C:13]([Cl:17])[C:14](=[O:16])[CH:15]=1.Cl.C(OCC)(=O)C. Product: [CH2:7]([O:6][C:4](=[O:5])[CH2:3][C:14]1([OH:16])[CH:15]=[C:10]([Cl:9])[C:11](=[O:18])[CH:12]=[C:13]1[Cl:17])[CH3:8]. The catalyst class is: 1. (4) Product: [Cl:19][C:16]1[CH:17]=[CH:18][C:13]([C@H:10]([NH:9][CH2:8][CH2:7][OH:6])[CH2:11][CH3:12])=[C:14]([F:28])[C:15]=1[C:20]([C:22]1[CH:23]=[N:24][CH:25]=[CH:26][CH:27]=1)=[O:21]. The catalyst class is: 20. Reactant: C([Si](C)(C)[O:6][CH2:7][CH2:8][NH:9][C@@H:10]([C:13]1[C:14]([F:28])=[C:15]([C:20]([C:22]2[CH:23]=[N:24][CH:25]=[CH:26][CH:27]=2)=[O:21])[C:16]([Cl:19])=[CH:17][CH:18]=1)[CH2:11][CH3:12])(C)(C)C.CCCC[N+](CCCC)(CCCC)CCCC.[F-]. (5) Reactant: [N:1]12[CH2:8][CH2:7][CH:4]([CH2:5][CH2:6]1)[C@@H:3]([O:9][C:10](=[O:40])[NH:11][CH:12]([C:19]1[CH:24]=[C:23](Br)[CH:22]=[C:21]([O:26][CH2:27][CH2:28][CH2:29][CH2:30][CH2:31][CH2:32][CH2:33][CH2:34][CH:35]3[O:39][CH2:38][CH2:37][O:36]3)[CH:20]=1)[C:13]1[CH:18]=[CH:17][CH:16]=[CH:15][CH:14]=1)[CH2:2]2.[C:41]1(B(O)O)[CH:46]=[CH:45][CH:44]=[CH:43][CH:42]=1.C(=O)([O-])[O-].[Na+].[Na+]. Product: [N:1]12[CH2:8][CH2:7][CH:4]([CH2:5][CH2:6]1)[C@@H:3]([O:9][C:10](=[O:40])[NH:11][CH:12]([C:19]1[CH:24]=[C:23]([C:41]3[CH:46]=[CH:45][CH:44]=[CH:43][CH:42]=3)[CH:22]=[C:21]([O:26][CH2:27][CH2:28][CH2:29][CH2:30][CH2:31][CH2:32][CH2:33][CH2:34][CH:35]3[O:39][CH2:38][CH2:37][O:36]3)[CH:20]=1)[C:13]1[CH:18]=[CH:17][CH:16]=[CH:15][CH:14]=1)[CH2:2]2. The catalyst class is: 398.